This data is from Catalyst prediction with 721,799 reactions and 888 catalyst types from USPTO. The task is: Predict which catalyst facilitates the given reaction. Reactant: C([N:8]1[CH2:13][CH2:12][N:11]([C:14]2[CH:26]=[CH:25][CH:24]=[CH:23][C:15]=2[CH:16]=[C:17]2[CH2:21][CH2:20][NH:19][C:18]2=[O:22])[CH2:10][CH2:9]1)C1C=CC=CC=1. Product: [N:11]1([C:14]2[CH:26]=[CH:25][CH:24]=[CH:23][C:15]=2[CH2:16][CH:17]2[CH2:21][CH2:20][NH:19][C:18]2=[O:22])[CH2:10][CH2:9][NH:8][CH2:13][CH2:12]1. The catalyst class is: 19.